From a dataset of Full USPTO retrosynthesis dataset with 1.9M reactions from patents (1976-2016). Predict the reactants needed to synthesize the given product. (1) Given the product [Cl:1][C:2]1[CH:3]=[CH:4][C:5]([C:8]2[S:12][C:11]3[C:13](=[O:15])[N:19]([C:21]4[CH:43]=[CH:42][C:26]([O:27][CH2:28][C@@H:29]5[CH2:33][C@@H:32]([OH:34])[CH2:31][N:30]5[C:35]([O:37][C:38]([CH3:41])([CH3:39])[CH3:40])=[O:36])=[C:25]([O:44][CH3:45])[CH:24]=4)[CH:18]=[N:17][C:10]=3[CH:9]=2)=[CH:6][CH:7]=1, predict the reactants needed to synthesize it. The reactants are: [Cl:1][C:2]1[CH:7]=[CH:6][C:5]([C:8]2[S:12][C:11]([C:13]([O:15]C)=O)=[C:10](/[N:17]=[CH:18]/[N:19]([CH3:21])C)[CH:9]=2)=[CH:4][CH:3]=1.NC1[CH:43]=[CH:42][C:26]([O:27][CH2:28][C@@H:29]2[CH2:33][C@@H:32]([OH:34])[CH2:31][N:30]2[C:35]([O:37][C:38]([CH3:41])([CH3:40])[CH3:39])=[O:36])=[C:25]([O:44][CH3:45])[CH:24]=1. (2) Given the product [NH2:1][C:2]1[N:7]=[C:6]([C:8]#[N:9])[C:5]([C:10]2[CH:15]=[CH:14][C:13]([C:27]3[CH:32]=[CH:31][C:30]([C:33]([F:35])([F:36])[F:34])=[CH:29][C:28]=3[S:37]([N:40]3[CH2:45][CH2:44][NH:43][C:42](=[O:46])[CH2:41]3)(=[O:39])=[O:38])=[CH:12][C:11]=2[F:25])=[N:4][CH:3]=1, predict the reactants needed to synthesize it. The reactants are: [NH2:1][C:2]1[N:7]=[C:6]([C:8]#[N:9])[C:5]([C:10]2[CH:15]=[CH:14][C:13](B3OC(C)(C)C(C)(C)O3)=[CH:12][C:11]=2[F:25])=[N:4][CH:3]=1.Br[C:27]1[CH:32]=[CH:31][C:30]([C:33]([F:36])([F:35])[F:34])=[CH:29][C:28]=1[S:37]([N:40]1[CH2:45][CH2:44][NH:43][C:42](=[O:46])[CH2:41]1)(=[O:39])=[O:38]. (3) Given the product [F:1][C:2]1[CH:3]=[CH:4][C:5]([NH:8][C:9]([C:11]2([C:14]([OH:16])=[O:15])[CH2:12][CH2:13]2)=[O:10])=[CH:6][CH:7]=1, predict the reactants needed to synthesize it. The reactants are: [F:1][C:2]1[CH:7]=[CH:6][C:5]([NH:8][C:9]([C:11]2([C:14]([O:16]C)=[O:15])[CH2:13][CH2:12]2)=[O:10])=[CH:4][CH:3]=1.O.O.[OH-].[Li+]. (4) Given the product [N:14]([CH2:2][C:3]1[CH:8]=[CH:7][CH:6]=[CH:5][C:4]=1[C:9]1[N:10]=[N:11][S:12][CH:13]=1)=[N+:15]=[N-:16], predict the reactants needed to synthesize it. The reactants are: Br[CH2:2][C:3]1[CH:8]=[CH:7][CH:6]=[CH:5][C:4]=1[C:9]1[N:10]=[N:11][S:12][CH:13]=1.[N-:14]=[N+:15]=[N-:16].[Na+].C(OCC)(=O)C.CCCCCC.C(OCC)(=O)C.